From a dataset of Clinical trial toxicity outcomes and FDA approval status for drugs. Regression/Classification. Given a drug SMILES string, predict its toxicity properties. Task type varies by dataset: regression for continuous values (e.g., LD50, hERG inhibition percentage) or binary classification for toxic/non-toxic outcomes (e.g., AMES mutagenicity, cardiotoxicity, hepatotoxicity). Dataset: clintox. (1) The drug is C[C@]12CC[C@H]3[C@@H](CCC4=CC(=O)CC[C@@]43C)[C@@H]1CC[C@@H]2O. The result is 0 (passed clinical trial). (2) The compound is CN1c2c([nH]c(N)nc2=O)NC[C@@H]1CNc1ccc(C(=O)N[C@@H](CCC(=O)[O-])C(=O)[O-])cc1. The result is 0 (passed clinical trial). (3) The drug is CCCCCCCCCCC[C@@H](C[C@@H]1OC(=O)[C@H]1CCCCCC)OC(=O)[C@H](CC(C)C)NC=O. The result is 0 (passed clinical trial). (4) The drug is O=C(OC[C@H]1O[C@@H](OC(=O)c2cc(O)c(O)c(OC(=O)c3cc(O)c(O)c(O)c3)c2)[C@H](OC(=O)c2cc(O)c(O)c(OC(=O)c3cc(O)c(O)c(O)c3)c2)[C@@H](OC(=O)c2cc(O)c(O)c(OC(=O)c3cc(O)c(O)c(O)c3)c2)[C@@H]1OC(=O)c1cc(O)c(O)c(OC(=O)c2cc(O)c(O)c(O)c2)c1)c1cc(O)c(O)c(OC(=O)c2cc(O)c(O)c(O)c2)c1. The result is 0 (passed clinical trial). (5) The result is 0 (passed clinical trial). The drug is CC(=O)[N-]S(=O)(=O)c1ccc(N)cc1. (6) The drug is CC(C)c1nc(N(C)S(C)(=O)=O)nc(-c2ccc(F)cc2)c1/C=C/[C@@H](O)C[C@@H](O)CC(=O)[O-]. The result is 0 (passed clinical trial).